This data is from Reaction yield outcomes from USPTO patents with 853,638 reactions. The task is: Predict the reaction yield, written as a fraction of the theoretical maximum amount of product (1.0 means a 100% yield; for example, 0.34 means a 34% yield). (1) The catalyst is C(Cl)Cl. The product is [C:9]([O:8][C:6]([NH:5][C@@H:4]([C@@H:3]([O:23][C@@H:18]([CH2:19][CH2:20][CH:21]=[CH2:22])[CH3:17])[CH2:1][CH3:2])[C:13]([O:15][CH3:16])=[O:14])=[O:7])([CH3:12])([CH3:11])[CH3:10]. The yield is 0.430. The reactants are [CH2:1]([C@H:3]1[N:5]([C:6]([O:8][C:9]([CH3:12])([CH3:11])[CH3:10])=[O:7])[C@@H:4]1[C:13]([O:15][CH3:16])=[O:14])[CH3:2].[CH3:17][C@@H:18]([OH:23])[CH2:19][CH2:20][CH:21]=[CH2:22].B(F)(F)F.O(CC)CC. (2) The reactants are [CH2:1]([NH:8][C:9]1([C:12]2[CH:17]=[CH:16][C:15]([C:18]#[C:19][C:20]3[CH:30]=[CH:29][C:23]([C:24]([O:26]CC)=[O:25])=[CH:22][CH:21]=3)=[CH:14][CH:13]=2)[CH2:11][CH2:10]1)[C:2]1[CH:7]=[CH:6][CH:5]=[CH:4][CH:3]=1.[OH-].[Na+]. The catalyst is C(O)C.O1CCCC1. The product is [CH2:1]([NH:8][C:9]1([C:12]2[CH:17]=[CH:16][C:15]([C:18]#[C:19][C:20]3[CH:21]=[CH:22][C:23]([C:24]([OH:26])=[O:25])=[CH:29][CH:30]=3)=[CH:14][CH:13]=2)[CH2:10][CH2:11]1)[C:2]1[CH:7]=[CH:6][CH:5]=[CH:4][CH:3]=1. The yield is 0.500. (3) The product is [Cl:1][C:2]1[CH:3]=[C:4]([CH:8]=[CH:9][C:10]=1[F:11])[C:5]([NH:12][C:13]1[N:18]=[CH:17][C:16]([N+:19]([O-:21])=[O:20])=[CH:15][N:14]=1)=[O:6]. The catalyst is N1C=CC=CC=1. The yield is 0.810. The reactants are [Cl:1][C:2]1[CH:3]=[C:4]([CH:8]=[CH:9][C:10]=1[F:11])[C:5](Cl)=[O:6].[NH2:12][C:13]1[N:18]=[CH:17][C:16]([N+:19]([O-:21])=[O:20])=[CH:15][N:14]=1.O. (4) The reactants are I[C:2]1[CH:7]=[CH:6][CH:5]=[CH:4][N:3]=1.[CH2:8]([C:12]1[O:16][N:15]=[C:14]([C:17]2[CH:22]=[CH:21][CH:20]=[CH:19][CH:18]=2)[CH:13]=1)[CH2:9][C:10]#[CH:11]. No catalyst specified. The product is [C:17]1([C:14]2[CH:13]=[C:12]([CH2:8][CH2:9][C:10]#[C:11][C:2]3[CH:7]=[CH:6][CH:5]=[CH:4][N:3]=3)[O:16][N:15]=2)[CH:18]=[CH:19][CH:20]=[CH:21][CH:22]=1. The yield is 0.750. (5) The reactants are [Cl:1][C:2]1[S:6][C:5]([C:7]([OH:9])=O)=[CH:4][CH:3]=1.C(Cl)(=O)C(Cl)=O.[N:16]1[CH:21]=[CH:20][C:19]([N:22]2[CH2:27][CH2:26][CH:25]([CH2:28][NH:29][C:30]3[C:35]([NH2:36])=[CH:34][CH:33]=[CH:32][N:31]=3)[CH2:24][CH2:23]2)=[CH:18][CH:17]=1. The catalyst is C(Cl)Cl.CN(C=O)C.N1C=CC=CC=1.C(Cl)(Cl)Cl. The product is [Cl:1][C:2]1[S:6][C:5]([C:7]([NH:36][C:35]2[C:30]([NH:29][CH2:28][CH:25]3[CH2:26][CH2:27][N:22]([C:19]4[CH:18]=[CH:17][N:16]=[CH:21][CH:20]=4)[CH2:23][CH2:24]3)=[N:31][CH:32]=[CH:33][CH:34]=2)=[O:9])=[CH:4][CH:3]=1. The yield is 0.580. (6) The product is [CH2:34]([N:36]1[CH2:43][C:40]2([CH2:41][CH2:42]2)[NH:39][CH2:38][CH2:37]1)[C:33]1[CH:45]=[CH:46][CH:47]=[CH:4][CH:3]=1. The reactants are B.O1CC[CH2:4][CH2:3]1.O1CCCC1.ClC1C=CC([C@H]2N3C(SC(C(N4[CH2:47][C@H:46](F)[CH2:45][C@H:33]4[C:34]([N:36]4[CH2:43][C:40]5([CH2:42][CH2:41]5)[NH:39][CH2:38][C@@H:37]4C)=O)=O)=C3C(C)C)=N[C@]2(C2C=NC(Cl)=CC=2)C)=CC=1F.CO. The catalyst is C(OCC)(=O)C. The yield is 0.590.